Dataset: Forward reaction prediction with 1.9M reactions from USPTO patents (1976-2016). Task: Predict the product of the given reaction. (1) Given the reactants F[C:2]1[CH:7]=[C:6]([F:8])[CH:5]=[CH:4][C:3]=1[N+:9]([O-:11])=[O:10].[CH:12]1([NH2:15])[CH2:14][CH2:13]1.CCN(C(C)C)C(C)C, predict the reaction product. The product is: [CH:12]1([NH:15][C:2]2[CH:7]=[C:6]([F:8])[CH:5]=[CH:4][C:3]=2[N+:9]([O-:11])=[O:10])[CH2:14][CH2:13]1. (2) Given the reactants [C:1]([NH:14][C@H:15]([CH2:45][O:46][CH2:47][CH2:48][CH2:49][CH2:50][CH2:51][CH2:52][CH2:53][CH2:54][CH2:55][CH2:56][CH2:57][CH2:58][CH2:59][CH2:60][CH2:61][CH3:62])[CH2:16][S:17][CH2:18][C@@H:19]([C:38]([O:40]C(C)(C)C)=[O:39])[NH:20][C:21](=[O:37])[O:22][CH2:23][CH:24]1[C:36]2[CH:35]=[CH:34][CH:33]=[CH:32][C:31]=2[C:30]2[C:25]1=[CH:26][CH:27]=[CH:28][CH:29]=2)(=[O:13])[CH2:2][CH2:3][CH2:4][CH2:5][CH2:6][CH2:7][CH2:8][CH2:9][CH2:10][CH2:11][CH3:12], predict the reaction product. The product is: [C:1]([NH:14][C@H:15]([CH2:45][O:46][CH2:47][CH2:48][CH2:49][CH2:50][CH2:51][CH2:52][CH2:53][CH2:54][CH2:55][CH2:56][CH2:57][CH2:58][CH2:59][CH2:60][CH2:61][CH3:62])[CH2:16][S:17][CH2:18][C@@H:19]([C:38]([OH:40])=[O:39])[NH:20][C:21](=[O:37])[O:22][CH2:23][CH:24]1[C:25]2[CH:26]=[CH:27][CH:28]=[CH:29][C:30]=2[C:31]2[C:36]1=[CH:35][CH:34]=[CH:33][CH:32]=2)(=[O:13])[CH2:2][CH2:3][CH2:4][CH2:5][CH2:6][CH2:7][CH2:8][CH2:9][CH2:10][CH2:11][CH3:12].